This data is from NCI-60 drug combinations with 297,098 pairs across 59 cell lines. The task is: Regression. Given two drug SMILES strings and cell line genomic features, predict the synergy score measuring deviation from expected non-interaction effect. (1) Drug 1: CC1CCC2CC(C(=CC=CC=CC(CC(C(=O)C(C(C(=CC(C(=O)CC(OC(=O)C3CCCCN3C(=O)C(=O)C1(O2)O)C(C)CC4CCC(C(C4)OC)OCCO)C)C)O)OC)C)C)C)OC. Drug 2: C1=CC=C(C(=C1)C(C2=CC=C(C=C2)Cl)C(Cl)Cl)Cl. Cell line: HS 578T. Synergy scores: CSS=7.09, Synergy_ZIP=7.05, Synergy_Bliss=10.8, Synergy_Loewe=11.5, Synergy_HSA=10.7. (2) Cell line: NCI-H460. Drug 2: CC1=C(C(CCC1)(C)C)C=CC(=CC=CC(=CC(=O)O)C)C. Drug 1: C1CCC(C1)C(CC#N)N2C=C(C=N2)C3=C4C=CNC4=NC=N3. Synergy scores: CSS=5.09, Synergy_ZIP=3.63, Synergy_Bliss=-1.65, Synergy_Loewe=-7.18, Synergy_HSA=-1.71.